This data is from Acute oral toxicity (LD50) regression data from Zhu et al.. The task is: Regression/Classification. Given a drug SMILES string, predict its toxicity properties. Task type varies by dataset: regression for continuous values (e.g., LD50, hERG inhibition percentage) or binary classification for toxic/non-toxic outcomes (e.g., AMES mutagenicity, cardiotoxicity, hepatotoxicity). Dataset: ld50_zhu. (1) The molecule is C=CCOCC1CO1. The rat oral LD50 is 1.85, given as -log10 of the dose in mol/kg body weight (higher means more acutely toxic). (2) The drug is O=[N+]([O-])c1cccc(O)c1. The rat oral LD50 is 2.63, given as -log10 of the dose in mol/kg body weight (higher means more acutely toxic). (3) The compound is FC(F)(F)c1nc2c(C(F)(F)F)cc(Cl)cc2[nH]1. The rat oral LD50 is 5.24, given as -log10 of the dose in mol/kg body weight (higher means more acutely toxic). (4) The molecule is C(=Nc1ccccc1)Nc1ccccc1. The rat oral LD50 is 2.01, given as -log10 of the dose in mol/kg body weight (higher means more acutely toxic). (5) The molecule is Cc1ccccc1OP(=O)(Oc1ccccc1C)Oc1ccccc1C. The rat oral LD50 is 2.50, given as -log10 of the dose in mol/kg body weight (higher means more acutely toxic).